Dataset: Full USPTO retrosynthesis dataset with 1.9M reactions from patents (1976-2016). Task: Predict the reactants needed to synthesize the given product. (1) Given the product [C:14]([CH2:16][C:17]1[CH:23]=[CH:22][C:20]([NH:21][C:2]2[N:7]=[C:6]([NH:21][C:20]3[CH:22]=[CH:23][C:17]([CH2:16][C:14]#[N:15])=[CH:18][CH:19]=3)[C:5]([C:9]([O:11][CH2:12][CH3:13])=[O:10])=[CH:4][N:3]=2)=[CH:19][CH:18]=1)#[N:15], predict the reactants needed to synthesize it. The reactants are: Cl[C:2]1[N:7]=[C:6](Cl)[C:5]([C:9]([O:11][CH2:12][CH3:13])=[O:10])=[CH:4][N:3]=1.[C:14]([CH2:16][C:17]1[CH:23]=[CH:22][C:20]([NH2:21])=[CH:19][CH:18]=1)#[N:15]. (2) Given the product [CH2:13]([N:20]1[CH2:29][CH2:28][C:27]2[C:22](=[N:23][C:24]([NH:5][CH:1]3[CH2:4][CH2:3][CH2:2]3)=[C:25]([N:30]3[CH2:31][CH2:32][CH:33]([O:36][C:37]4[CH:42]=[CH:41][C:40]([O:43][CH3:44])=[CH:39][C:38]=4[F:45])[CH2:34][CH2:35]3)[N:26]=2)[CH2:21]1)[C:14]1[CH:19]=[CH:18][CH:17]=[CH:16][CH:15]=1.[C:7]([OH:8])([C:9]([F:12])([F:11])[F:10])=[O:6], predict the reactants needed to synthesize it. The reactants are: [CH:1]1([NH2:5])[CH2:4][CH2:3][CH2:2]1.[OH:6][C:7]([C:9]([F:12])([F:11])[F:10])=[O:8].[CH2:13]([N:20]1[CH2:29][CH2:28][C:27]2[C:22](=[N:23][C:24](Cl)=[C:25]([N:30]3[CH2:35][CH2:34][CH:33]([O:36][C:37]4[CH:42]=[CH:41][C:40]([O:43][CH3:44])=[CH:39][C:38]=4[F:45])[CH2:32][CH2:31]3)[N:26]=2)[CH2:21]1)[C:14]1[CH:19]=[CH:18][CH:17]=[CH:16][CH:15]=1.CC(C)([O-])C.[Na+]. (3) Given the product [C:1]([O:5][C:6]([NH:8][CH2:9][C:10]1[O:15][C:14]([C:16]([O:18][CH2:19][CH3:20])=[O:17])=[N:13][N:12]=1)=[O:7])([CH3:4])([CH3:3])[CH3:2], predict the reactants needed to synthesize it. The reactants are: [C:1]([O:5][C:6]([NH:8][CH2:9][C:10]([NH:12][NH:13][C:14]([C:16]([O:18][CH2:19][CH3:20])=[O:17])=[O:15])=O)=[O:7])([CH3:4])([CH3:3])[CH3:2].C(N(CC)CC)C.C1(P(C2C=CC=CC=2)C2C=CC=CC=2)C=CC=CC=1. (4) Given the product [O:3]1[C:8]2=[CH:9][CH:10]=[CH:11][C:7]2=[C:6]([CH:12]2[CH2:17][CH2:16][CH2:15][CH2:14][N:13]2[CH2:18][CH2:19][C@H:20]2[CH2:21][CH2:22][C@H:23]([NH:26][C:27](=[O:30])[CH2:28][CH3:29])[CH2:24][CH2:25]2)[CH:5]=[CH:4]1, predict the reactants needed to synthesize it. The reactants are: Cl.Cl.[O:3]1[C:8]2=[CH:9][CH:10]=[CH:11][C:7]2=[C:6]([CH:12]2[CH2:17][CH2:16][CH2:15][CH2:14][N:13]2[CH2:18][CH2:19][C@H:20]2[CH2:25][CH2:24][C@H:23]([NH2:26])[CH2:22][CH2:21]2)[CH:5]=[CH:4]1.[C:27](O)(=[O:30])[CH2:28][CH3:29]. (5) Given the product [F:14][C:10]1[CH:9]=[C:8]2[C:13](=[CH:12][CH:11]=1)[N:5]([CH2:4][C:3]([OH:34])=[O:2])[C:6]([CH3:33])=[C:7]2[CH2:15][C:16]1[CH:21]=[CH:20][CH:19]=[CH:18][C:17]=1[S:22](=[O:32])(=[O:31])[N:23]([CH3:30])[C:24]1[CH:25]=[CH:26][CH:27]=[CH:28][CH:29]=1, predict the reactants needed to synthesize it. The reactants are: C[O:2][C:3](=[O:34])[CH2:4][N:5]1[C:13]2[C:8](=[CH:9][C:10]([F:14])=[CH:11][CH:12]=2)[C:7]([CH2:15][C:16]2[CH:21]=[CH:20][CH:19]=[CH:18][C:17]=2[S:22](=[O:32])(=[O:31])[N:23]([CH3:30])[C:24]2[CH:29]=[CH:28][CH:27]=[CH:26][CH:25]=2)=[C:6]1[CH3:33].[OH-].[Na+].Cl.